Predict which catalyst facilitates the given reaction. From a dataset of Catalyst prediction with 721,799 reactions and 888 catalyst types from USPTO. Reactant: [Cl:1][C:2]1[CH:27]=[N:26][CH:25]=[CH:24][C:3]=1[C:4]([NH:6][C:7]1[CH:12]=[C:11]([C:13]([F:22])([C:18]([F:21])([F:20])[F:19])[C:14]([F:17])([F:16])[F:15])[CH:10]=[CH:9][C:8]=1O)=[O:5].O1CCCC1.C1(P(C2C=CC=CC=2)C2C=CC=CC=2)C=CC=CC=1.N(C(OCC)=O)=NC(OCC)=O. Product: [Cl:1][C:2]1[CH:27]=[N:26][CH:25]=[CH:24][C:3]=1[C:4]1[O:5][C:8]2[CH:9]=[CH:10][C:11]([C:13]([F:22])([C:18]([F:20])([F:19])[F:21])[C:14]([F:17])([F:16])[F:15])=[CH:12][C:7]=2[N:6]=1. The catalyst class is: 11.